This data is from Forward reaction prediction with 1.9M reactions from USPTO patents (1976-2016). The task is: Predict the product of the given reaction. (1) The product is: [NH:1]1[C:9]2[C:4](=[CH:5][C:6]([NH:10][C:11]3[C:12]4[C:19]5[CH2:20][CH2:21][CH:22]([C:24]([N:31]6[CH2:32][CH2:33][N:28]([CH3:27])[CH2:29][CH2:30]6)=[O:26])[CH2:23][C:18]=5[S:17][C:13]=4[N:14]=[CH:15][N:16]=3)=[CH:7][CH:8]=2)[CH:3]=[N:2]1. Given the reactants [NH:1]1[C:9]2[C:4](=[CH:5][C:6]([NH:10][C:11]3[C:12]4[C:19]5[CH2:20][CH2:21][CH:22]([C:24]([OH:26])=O)[CH2:23][C:18]=5[S:17][C:13]=4[N:14]=[CH:15][N:16]=3)=[CH:7][CH:8]=2)[CH:3]=[N:2]1.[CH3:27][N:28]1[CH2:33][CH2:32][NH:31][CH2:30][CH2:29]1.C(N(CC)C(C)C)(C)C.C(P1(=O)OP(CCC)(=O)OP(CCC)(=O)O1)CC.C(P(OP(CCC)=O)=O)CC, predict the reaction product. (2) Given the reactants CC(C)(C)C(NC1C(C(OC)=O)=C2C(C3CC3CO2)=CC=1)=O.[C:23]([O:27][C:28]([NH:30][C:31]1[C:40]([C:41]([O:43][CH3:44])=[O:42])=[C:39]2[C:34]([C:35]3([CH3:48])[C:45](Br)(Br)[CH:36]3[CH2:37][O:38]2)=[CH:33][CH:32]=1)=[O:29])([CH3:26])([CH3:25])[CH3:24], predict the reaction product. The product is: [C:23]([O:27][C:28]([NH:30][C:31]1[C:40]([C:41]([O:43][CH3:44])=[O:42])=[C:39]2[C:34]([C:35]3([CH3:48])[CH2:45][CH:36]3[CH2:37][O:38]2)=[CH:33][CH:32]=1)=[O:29])([CH3:26])([CH3:25])[CH3:24]. (3) Given the reactants [C:1]([C:5]1[NH:6][C:7]2[CH:13]=[C:12]([NH2:14])[CH:11]=[CH:10][C:8]=2[N:9]=1)([CH3:4])([CH3:3])[CH3:2].[Br:15]Br, predict the reaction product. The product is: [C:1]([C:5]1[NH:6][C:7]2[C:13]([Br:15])=[C:12]([NH2:14])[CH:11]=[CH:10][C:8]=2[N:9]=1)([CH3:4])([CH3:2])[CH3:3]. (4) Given the reactants [Cl-].O[NH3+:3].[C:4](=[O:7])([O-])[OH:5].[Na+].CS(C)=O.[CH3:13][O:14][CH:15]([C:46]([CH3:49])([CH3:48])[CH3:47])[CH2:16][N:17]1[C:22](=[O:23])[C:21]([CH2:24][C:25]2[CH:30]=[CH:29][C:28]([C:31]3[C:32]([C:37]#[N:38])=[CH:33][CH:34]=[CH:35][CH:36]=3)=[CH:27][CH:26]=2)=[C:20]([CH2:39][CH2:40][CH3:41])[N:19]2[N:42]=[C:43]([CH3:45])[N:44]=[C:18]12, predict the reaction product. The product is: [CH3:13][O:14][CH:15]([C:46]([CH3:48])([CH3:47])[CH3:49])[CH2:16][N:17]1[C:22](=[O:23])[C:21]([CH2:24][C:25]2[CH:26]=[CH:27][C:28]([C:31]3[CH:36]=[CH:35][CH:34]=[CH:33][C:32]=3[C:37]3[NH:3][C:4](=[O:7])[O:5][N:38]=3)=[CH:29][CH:30]=2)=[C:20]([CH2:39][CH2:40][CH3:41])[N:19]2[N:42]=[C:43]([CH3:45])[N:44]=[C:18]12. (5) Given the reactants [CH3:1][O:2][C:3]1[CH:4]=[C:5]2[C:10](=[CH:11][CH:12]=1)[N:9]=[CH:8][NH:7][C:6]2=O.[Cl:14]CCCl.P(Cl)(Cl)(Cl)(Cl)Cl, predict the reaction product. The product is: [Cl:14][C:6]1[C:5]2[C:10](=[CH:11][CH:12]=[C:3]([O:2][CH3:1])[CH:4]=2)[N:9]=[CH:8][N:7]=1.